This data is from Reaction yield outcomes from USPTO patents with 853,638 reactions. The task is: Predict the reaction yield, written as a fraction of the theoretical maximum amount of product (1.0 means a 100% yield; for example, 0.34 means a 34% yield). (1) The reactants are [CH2:1](Br)[C:2]1[CH:7]=[CH:6][CH:5]=[CH:4][CH:3]=1.[OH:9][C:10]1[N:20]=[C:19]([CH3:21])[CH:18]=[C:17]([OH:22])[C:11]=1[C:12]([O:14][CH2:15][CH3:16])=[O:13]. The catalyst is C1COCC1.C(=O)([O-])[O-].[Ag+2]. The product is [CH2:1]([O:9][C:10]1[N:20]=[C:19]([CH3:21])[CH:18]=[C:17]([OH:22])[C:11]=1[C:12]([O:14][CH2:15][CH3:16])=[O:13])[C:2]1[CH:7]=[CH:6][CH:5]=[CH:4][CH:3]=1. The yield is 0.620. (2) The reactants are [C:1]([C:3]1([OH:10])[CH2:9][CH2:8][CH2:7][CH2:6][CH2:5][CH2:4]1)#[CH:2].C(N(CC)CC)C.Br[C:19]1[CH:40]=[CH:39][C:22]([C:23]([NH:25][S:26]([C:29]2[CH:34]=[CH:33][CH:32]=[CH:31][C:30]=2[S:35](=[O:38])(=[O:37])[NH2:36])(=[O:28])=[O:27])=[O:24])=[CH:21][C:20]=1[O:41][CH:42]([CH3:44])[CH3:43]. The catalyst is CN(C)C=O.C1C=CC([P]([Pd]([P](C2C=CC=CC=2)(C2C=CC=CC=2)C2C=CC=CC=2)([P](C2C=CC=CC=2)(C2C=CC=CC=2)C2C=CC=CC=2)[P](C2C=CC=CC=2)(C2C=CC=CC=2)C2C=CC=CC=2)(C2C=CC=CC=2)C2C=CC=CC=2)=CC=1.[Cu]I. The product is [OH:10][C:3]1([C:1]#[C:2][C:19]2[CH:40]=[CH:39][C:22]([C:23]([NH:25][S:26]([C:29]3[CH:34]=[CH:33][CH:32]=[CH:31][C:30]=3[S:35](=[O:37])(=[O:38])[NH2:36])(=[O:27])=[O:28])=[O:24])=[CH:21][C:20]=2[O:41][CH:42]([CH3:44])[CH3:43])[CH2:9][CH2:8][CH2:7][CH2:6][CH2:5][CH2:4]1. The yield is 0.290. (3) The reactants are [NH2:1][C:2]1[CH:3]=[C:4]2[C:9](=[CH:10][CH:11]=1)[N:8]=[CH:7][C:6]([C:12]#[N:13])=[C:5]2[NH:14][C:15]1[CH:20]=[CH:19][C:18]([F:21])=[C:17]([Cl:22])[CH:16]=1.[O:23]1[CH2:27][CH2:26][CH:25](C=O)[CH2:24]1.[BH3-][C:31]#N.[Na+]. The catalyst is CCO. The product is [Cl:22][C:17]1[CH:16]=[C:15]([NH:14][C:5]2[C:4]3[C:9](=[CH:10][CH:11]=[C:2]([NH:1][CH2:31][CH:24]4[CH2:25][CH2:26][CH2:27][O:23]4)[CH:3]=3)[N:8]=[CH:7][C:6]=2[C:12]#[N:13])[CH:20]=[CH:19][C:18]=1[F:21]. The yield is 0.610. (4) The reactants are [NH2:1][C:2]1[N:24]=[CH:23][CH:22]=[CH:21][C:3]=1[C:4]([NH:6][CH2:7][C:8]1[S:9][C:10]([O:13][C:14]2[CH:19]=[CH:18][CH:17]=[C:16](Br)[CH:15]=2)=[CH:11][CH:12]=1)=[O:5].C(OCC)(=O)C.O.[CH3:32][N:33](C)C=O. The catalyst is [C-]#N.[Zn+2].[C-]#N.C1C=CC([P]([Pd]([P](C2C=CC=CC=2)(C2C=CC=CC=2)C2C=CC=CC=2)([P](C2C=CC=CC=2)(C2C=CC=CC=2)C2C=CC=CC=2)[P](C2C=CC=CC=2)(C2C=CC=CC=2)C2C=CC=CC=2)(C2C=CC=CC=2)C2C=CC=CC=2)=CC=1. The product is [NH2:1][C:2]1[N:24]=[CH:23][CH:22]=[CH:21][C:3]=1[C:4]([NH:6][CH2:7][C:8]1[S:9][C:10]([O:13][C:14]2[CH:19]=[CH:18][CH:17]=[C:16]([C:32]#[N:33])[CH:15]=2)=[CH:11][CH:12]=1)=[O:5]. The yield is 0.100. (5) The reactants are F[C:2]1[C:7]([F:8])=[CH:6][N:5]=[C:4]2[NH:9][CH:10]=[C:11]([NH:12][C:13](=[O:20])[C:14]3[CH:19]=[CH:18][CH:17]=[N:16][CH:15]=3)[C:3]=12.[CH3:21][C:22]1([NH:28]C(=O)OC(C)(C)C)[CH2:27][CH2:26][CH2:25][NH:24][CH2:23]1.CCN(C(C)C)C(C)C.C(O)(C(F)(F)F)=O.C(Cl)[Cl:53]. The catalyst is CCCCO. The product is [ClH:53].[NH2:28][C:22]1([CH3:21])[CH2:27][CH2:26][CH2:25][N:24]([C:2]2[C:7]([F:8])=[CH:6][N:5]=[C:4]3[NH:9][CH:10]=[C:11]([NH:12][C:13](=[O:20])[C:14]4[CH:19]=[CH:18][CH:17]=[N:16][CH:15]=4)[C:3]=23)[CH2:23]1. The yield is 0.560. (6) The reactants are Br[C:2]1[CH:3]=[C:4]([N:8]([CH2:23][CH:24]([O:29][Si](C(C)(C)C)(C)C)[C:25]([F:28])([F:27])[F:26])[CH2:9][C:10]2[CH:15]=[CH:14][CH:13]=[C:12]([O:16][C:17]([F:22])([F:21])[CH:18]([F:20])[F:19])[CH:11]=2)[CH:5]=[CH:6][CH:7]=1.C(=O)([O-])[O-].[Cs+].[Cs+].[CH3:43][O:44][C:45]1[CH:51]=[CH:50][C:48]([NH2:49])=[CH:47][CH:46]=1.[F-].C([N+](CCCC)(CCCC)CCCC)CCC. The catalyst is C1(C)C=CC=CC=1. The product is [CH3:43][O:44][C:45]1[CH:51]=[CH:50][C:48]([NH:49][C:2]2[CH:3]=[C:4]([N:8]([CH2:9][C:10]3[CH:15]=[CH:14][CH:13]=[C:12]([O:16][C:17]([F:21])([F:22])[CH:18]([F:20])[F:19])[CH:11]=3)[CH2:23][CH:24]([OH:29])[C:25]([F:26])([F:28])[F:27])[CH:5]=[CH:6][CH:7]=2)=[CH:47][CH:46]=1. The yield is 0.730. (7) The reactants are [Si:1]([O:8][CH2:9][CH2:10][CH2:11][N:12]1[C:17](=[O:18])[C:16]2[C:19]([CH:24]([OH:29])[CH2:25][CH:26]([CH3:28])[CH3:27])=[C:20](Cl)[N:21]=[CH:22][C:15]=2[N:14]([CH3:30])[C:13]1=[O:31])([C:4]([CH3:7])([CH3:6])[CH3:5])([CH3:3])[CH3:2].[Cl:32][C:33]1[CH:34]=[C:35](B(O)O)[CH:36]=[CH:37][CH:38]=1.[O-]P([O-])([O-])=O.[K+].[K+].[K+]. The catalyst is O1CCOCC1.O.C1C=CC(P(C2C=CC=CC=2)[C-]2C=CC=C2)=CC=1.C1C=CC(P(C2C=CC=CC=2)[C-]2C=CC=C2)=CC=1.Cl[Pd]Cl.[Fe+2]. The product is [Si:1]([O:8][CH2:9][CH2:10][CH2:11][N:12]1[C:17](=[O:18])[C:16]2[C:19]([CH:24]([OH:29])[CH2:25][CH:26]([CH3:27])[CH3:28])=[C:20]([C:37]3[CH:36]=[CH:35][CH:34]=[C:33]([Cl:32])[CH:38]=3)[N:21]=[CH:22][C:15]=2[N:14]([CH3:30])[C:13]1=[O:31])([C:4]([CH3:7])([CH3:6])[CH3:5])([CH3:2])[CH3:3]. The yield is 0.260.